The task is: Predict the reaction yield, written as a fraction of the theoretical maximum amount of product (1.0 means a 100% yield; for example, 0.34 means a 34% yield).. This data is from Reaction yield outcomes from USPTO patents with 853,638 reactions. The reactants are [Cl:1][C:2]1[C:3]([C:25]2[S:26][C:27]([C:30]3[CH:35]=[C:34]([OH:36])[N:33]=[C:32]([Cl:37])[CH:31]=3)=[N:28][N:29]=2)=[CH:4][C:5]([F:24])=[C:6]([CH:23]=1)[O:7][CH2:8][C@H:9]1[CH2:13][O:12][C:11]([CH3:15])([CH3:14])[N:10]1[C:16]([O:18][C:19]([CH3:22])([CH3:21])[CH3:20])=[O:17].I[CH:39]1[CH2:42][O:41][CH2:40]1.C([O-])([O-])=O.[K+].[K+]. The catalyst is CN(C=O)C.O. The product is [Cl:1][C:2]1[C:3]([C:25]2[S:26][C:27]([C:30]3[CH:35]=[C:34]([O:36][CH:39]4[CH2:42][O:41][CH2:40]4)[N:33]=[C:32]([Cl:37])[CH:31]=3)=[N:28][N:29]=2)=[CH:4][C:5]([F:24])=[C:6]([CH:23]=1)[O:7][CH2:8][C@H:9]1[CH2:13][O:12][C:11]([CH3:15])([CH3:14])[N:10]1[C:16]([O:18][C:19]([CH3:20])([CH3:21])[CH3:22])=[O:17]. The yield is 0.920.